The task is: Regression. Given a peptide amino acid sequence and an MHC pseudo amino acid sequence, predict their binding affinity value. This is MHC class I binding data.. This data is from Peptide-MHC class I binding affinity with 185,985 pairs from IEDB/IMGT. (1) The MHC is H-2-Db with pseudo-sequence H-2-Db. The binding affinity (normalized) is 0. The peptide sequence is PEWANFKFRDL. (2) The peptide sequence is NPVPVGNIY. The MHC is HLA-A24:02 with pseudo-sequence HLA-A24:02. The binding affinity (normalized) is 0. (3) The peptide sequence is QEKNMYEL. The MHC is Mamu-A11 with pseudo-sequence Mamu-A11. The binding affinity (normalized) is 0.386. (4) The peptide sequence is HLTWSHAGY. The MHC is HLA-B15:09 with pseudo-sequence HLA-B15:09. The binding affinity (normalized) is 0.0847. (5) The peptide sequence is FLGKIWPSHK. The MHC is HLA-B44:03 with pseudo-sequence HLA-B44:03. The binding affinity (normalized) is 0.0000774.